From a dataset of Full USPTO retrosynthesis dataset with 1.9M reactions from patents (1976-2016). Predict the reactants needed to synthesize the given product. Given the product [Cl:21][C:22]1[CH:27]=[CH:26][CH:25]=[CH:24][C:23]=1[C:28]1[C:32]([C:33]([O:8]/[N:9]=[C:10](\[NH2:20])/[CH2:11][C:12]2[CH:17]=[CH:16][CH:15]=[CH:14][C:13]=2[O:18][CH3:19])=[O:34])=[C:31]([CH:36]([CH3:38])[CH3:37])[O:30][N:29]=1, predict the reactants needed to synthesize it. The reactants are: C(N(CC)CC)C.[OH:8]/[N:9]=[C:10](\[NH2:20])/[CH2:11][C:12]1[CH:17]=[CH:16][CH:15]=[CH:14][C:13]=1[O:18][CH3:19].[Cl:21][C:22]1[CH:27]=[CH:26][CH:25]=[CH:24][C:23]=1[C:28]1[C:32]([C:33](Cl)=[O:34])=[C:31]([CH:36]([CH3:38])[CH3:37])[O:30][N:29]=1.